From a dataset of Forward reaction prediction with 1.9M reactions from USPTO patents (1976-2016). Predict the product of the given reaction. The product is: [CH3:23][O:22][C:17]1[CH:18]=[CH:19][CH:20]=[CH:21][C:16]=1[CH2:15][NH:14][C:11]1[O:12][CH2:13][C:8]2[CH:7]=[C:6]([NH:5][C:3](=[O:4])[CH2:2][N:30]3[CH2:31][CH2:32][N:27]([CH3:26])[CH2:28][CH2:29]3)[CH:25]=[CH:24][C:9]=2[N:10]=1. Given the reactants Cl[CH2:2][C:3]([NH:5][C:6]1[CH:25]=[CH:24][C:9]2[N:10]=[C:11]([NH:14][CH2:15][C:16]3[CH:21]=[CH:20][CH:19]=[CH:18][C:17]=3[O:22][CH3:23])[O:12][CH2:13][C:8]=2[CH:7]=1)=[O:4].[CH3:26][N:27]1[CH2:32][CH2:31][NH:30][CH2:29][CH2:28]1, predict the reaction product.